Dataset: HIV replication inhibition screening data with 41,000+ compounds from the AIDS Antiviral Screen. Task: Binary Classification. Given a drug SMILES string, predict its activity (active/inactive) in a high-throughput screening assay against a specified biological target. (1) The molecule is Cc1ccc(S(=O)(=O)c2c(O)c3ccc(O)c(C)c3oc2=O)cc1. The result is 0 (inactive). (2) The molecule is COc1ccc2c(C)cc(NN=Cc3ccc(C)s3)nc2c1. The result is 0 (inactive). (3) The compound is C1SCSCS1. The result is 0 (inactive).